This data is from Peptide-MHC class I binding affinity with 185,985 pairs from IEDB/IMGT. The task is: Regression. Given a peptide amino acid sequence and an MHC pseudo amino acid sequence, predict their binding affinity value. This is MHC class I binding data. (1) The peptide sequence is QLLWFHISCL. The MHC is Patr-A0401 with pseudo-sequence Patr-A0401. The binding affinity (normalized) is 0.154. (2) The peptide sequence is TLLGCWSFVL. The MHC is HLA-A02:03 with pseudo-sequence HLA-A02:03. The binding affinity (normalized) is 0.375. (3) The peptide sequence is NEYTGNYQCG. The MHC is HLA-B44:02 with pseudo-sequence HLA-B44:02. The binding affinity (normalized) is 0. (4) The peptide sequence is RLHGLSAFSL. The MHC is HLA-A02:06 with pseudo-sequence HLA-A02:06. The binding affinity (normalized) is 0.341.